Dataset: Forward reaction prediction with 1.9M reactions from USPTO patents (1976-2016). Task: Predict the product of the given reaction. Given the reactants Br[C:2]1[N:6]([S:7]([C:10]2[CH:11]=[N:12][CH:13]=[CH:14][CH:15]=2)(=[O:9])=[O:8])[CH:5]=[C:4]([CH2:16][N:17]([CH3:25])[C:18](=[O:24])[O:19][C:20]([CH3:23])([CH3:22])[CH3:21])[CH:3]=1.[F:26][C:27]1[CH:28]=[C:29](B(O)O)[CH:30]=[CH:31][CH:32]=1.C(=O)([O-])[O-].[Na+].[Na+], predict the reaction product. The product is: [F:26][C:27]1[CH:32]=[C:31]([C:2]2[N:6]([S:7]([C:10]3[CH:11]=[N:12][CH:13]=[CH:14][CH:15]=3)(=[O:9])=[O:8])[CH:5]=[C:4]([CH2:16][N:17]([CH3:25])[C:18](=[O:24])[O:19][C:20]([CH3:23])([CH3:22])[CH3:21])[CH:3]=2)[CH:30]=[CH:29][CH:28]=1.